Dataset: Reaction yield outcomes from USPTO patents with 853,638 reactions. Task: Predict the reaction yield, written as a fraction of the theoretical maximum amount of product (1.0 means a 100% yield; for example, 0.34 means a 34% yield). (1) The reactants are [NH2:1][C@@H:2]1[CH2:7][CH2:6][C@H:5]([C:8]([OH:10])=[O:9])[CH2:4][CH2:3]1.[OH-].[Na+].[C:13](O[C:13]([O:15][C:16]([CH3:19])([CH3:18])[CH3:17])=[O:14])([O:15][C:16]([CH3:19])([CH3:18])[CH3:17])=[O:14]. The catalyst is C(O)(C)C. The product is [CH3:17][C:16]([O:15][C:13]([NH:1][C@@H:2]1[CH2:7][CH2:6][C@H:5]([C:8]([OH:10])=[O:9])[CH2:4][CH2:3]1)=[O:14])([CH3:19])[CH3:18]. The yield is 0.820. (2) The reactants are [OH:1][C:2]1[C:7]([CH3:8])=[CH:6][CH:5]=[CH:4][C:3]=1/[C:9](=[N:11]/[OH:12])/[CH3:10].[CH3:13][C:14](OC(C)=O)=[O:15]. No catalyst specified. The product is [C:14]([O:12]/[N:11]=[C:9](/[C:3]1[CH:4]=[CH:5][CH:6]=[C:7]([CH3:8])[C:2]=1[OH:1])\[CH3:10])(=[O:15])[CH3:13]. The yield is 0.960. (3) The reactants are [C:1]1([C:7]2[CH:12]=[CH:11][C:10]([C:13]3[O:17][N:16]=[CH:15][C:14]=3[C:18](OCC)=[O:19])=[CH:9][CH:8]=2)[CH:6]=[CH:5][CH:4]=[CH:3][CH:2]=1.[H-].C([Al+]CC(C)C)C(C)C.Cl. The catalyst is O1CCCC1. The product is [C:1]1([C:7]2[CH:12]=[CH:11][C:10]([C:13]3[O:17][N:16]=[CH:15][C:14]=3[CH2:18][OH:19])=[CH:9][CH:8]=2)[CH:2]=[CH:3][CH:4]=[CH:5][CH:6]=1. The yield is 0.830. (4) The reactants are [OH:1][C:2]1([CH:16]2[CH2:21][CH2:20][CH2:19][CH2:18][N:17]2[C:22]([O:24][C:25]([CH3:28])([CH3:27])[CH3:26])=[O:23])[CH2:5][N:4](C(OCC2C=CC=CC=2)=O)[CH2:3]1. The catalyst is CO.[Pd]. The product is [OH:1][C:2]1([CH:16]2[CH2:21][CH2:20][CH2:19][CH2:18][N:17]2[C:22]([O:24][C:25]([CH3:28])([CH3:27])[CH3:26])=[O:23])[CH2:3][NH:4][CH2:5]1. The yield is 0.980. (5) The reactants are Br[C:2]1[CH:7]=[CH:6][C:5]([C:8]([C:10]2[CH:15]=[CH:14][C:13]([Cl:16])=[CH:12][CH:11]=2)=[O:9])=[CH:4][CH:3]=1.[CH:17]([Mg]Cl)([CH3:19])[CH3:18]. The catalyst is O1CCCC1.[Ni](Cl)Cl.C1(P(C(P(C2C=CC=CC=2)C2C=CC=CC=2)(C)C)C2C=CC=CC=2)C=CC=CC=1. The product is [Cl:16][C:13]1[CH:14]=[CH:15][C:10]([C:8]([C:5]2[CH:6]=[CH:7][C:2]([CH:17]([CH3:19])[CH3:18])=[CH:3][CH:4]=2)=[O:9])=[CH:11][CH:12]=1. The yield is 0.720. (6) The reactants are Br[C:2]1[CH:3]=[N:4][CH:5]=[C:6]([N+:8]([O-:10])=[O:9])[CH:7]=1.[CH2:11](B1OC(C)(C)C(C)(C)O1)[C:12]1[CH:17]=[CH:16][CH:15]=[CH:14][CH:13]=1.[O-]P([O-])([O-])=O.[K+].[K+].[K+]. The catalyst is O1CCOCC1.C1C=CC(P(C2C=CC=CC=2)[C-]2C=CC=C2)=CC=1.C1C=CC(P(C2C=CC=CC=2)[C-]2C=CC=C2)=CC=1.Cl[Pd]Cl.[Fe+2]. The product is [CH2:11]([C:2]1[CH:3]=[N:4][CH:5]=[C:6]([N+:8]([O-:10])=[O:9])[CH:7]=1)[C:12]1[CH:17]=[CH:16][CH:15]=[CH:14][CH:13]=1. The yield is 0.370. (7) The reactants are FC1C([O:8][C:9]([C:11]2[CH:12]=[N:13][C:14]3[C:19]([C:20]=2[NH:21][CH2:22][C:23]2[CH:28]=[CH:27][C:26]([O:29][CH3:30])=[C:25]([Cl:31])[CH:24]=2)=[CH:18][C:17]([C:32]#[N:33])=[CH:16][CH:15]=3)=O)=C(F)C(F)=C(F)C=1F.[BH4-].[Na+]. The catalyst is CN(C=O)C. The product is [Cl:31][C:25]1[CH:24]=[C:23]([CH2:22][NH:21][C:20]2[C:19]3[C:14](=[CH:15][CH:16]=[C:17]([C:32]#[N:33])[CH:18]=3)[N:13]=[CH:12][C:11]=2[CH2:9][OH:8])[CH:28]=[CH:27][C:26]=1[O:29][CH3:30]. The yield is 0.250.